Dataset: Full USPTO retrosynthesis dataset with 1.9M reactions from patents (1976-2016). Task: Predict the reactants needed to synthesize the given product. (1) The reactants are: Br[C:2]1[CH:7]=[CH:6][C:5]([C:8]2[N:12]([CH2:13][CH:14]([CH3:16])[CH3:15])[N:11]=[C:10]([C:17]([O:19][CH2:20][CH3:21])=[O:18])[CH:9]=2)=[CH:4][CH:3]=1.[CH3:22][S:23]([C:26]1[CH:31]=[C:30](B2OC(C)(C)C(C)(C)O2)[CH:29]=[CH:28][C:27]=1[CH2:41][OH:42])(=[O:25])=[O:24].C([O-])([O-])=O.[Na+].[Na+]. Given the product [OH:42][CH2:41][C:27]1[CH:28]=[CH:29][C:30]([C:2]2[CH:7]=[CH:6][C:5]([C:8]3[N:12]([CH2:13][CH:14]([CH3:16])[CH3:15])[N:11]=[C:10]([C:17]([O:19][CH2:20][CH3:21])=[O:18])[CH:9]=3)=[CH:4][CH:3]=2)=[CH:31][C:26]=1[S:23]([CH3:22])(=[O:25])=[O:24], predict the reactants needed to synthesize it. (2) Given the product [Cl:24][C:25]1[C:26]([F:32])=[C:27]([N:28]2[CH:19]([C:18]3[CH:21]=[CH:22][C:15]([Cl:14])=[CH:16][C:17]=3[CH3:23])[C:6]([C:7](=[O:11])[CH:8]([CH3:9])[CH3:10])=[C:5]([OH:12])[C:4]2=[O:13])[CH:29]=[CH:30][CH:31]=1, predict the reactants needed to synthesize it. The reactants are: C(O[C:4](=[O:13])/[C:5](/[O-:12])=[CH:6]/[C:7](=[O:11])[CH:8]([CH3:10])[CH3:9])C.[Cl:14][C:15]1[CH:22]=[CH:21][C:18]([CH:19]=O)=[C:17]([CH3:23])[CH:16]=1.[Cl:24][C:25]1[C:26]([F:32])=[C:27]([CH:29]=[CH:30][CH:31]=1)[NH2:28].